Dataset: Experimentally validated miRNA-target interactions with 360,000+ pairs, plus equal number of negative samples. Task: Binary Classification. Given a miRNA mature sequence and a target amino acid sequence, predict their likelihood of interaction. (1) The protein sequence of the target gene is MASDSGNQGTLCTLEFAVQMTCQSCVDAVRKSLQGVAGVQDVEVHLEDQMVLVHTTLPSQEVQALLEGTGRQAVLKGMGSGQLQNLGAAVAILGGPGTVQGVVRFLQLTPERCLIEGTIDGLEPGLHGLHVHQYGDLTNNCNSCGNHFNPDGASHGGPQDSDRHRGDLGNVRADADGRAIFRMEDEQLKVWDVIGRSLIIDEGEDDLGRGGHPLSKITGNSGERLACGIIARSAGLFQNPKQICSCDGLTIWEERGRPIAGKGRKESAQPPAHL. The miRNA is mmu-miR-3102-5p with sequence GUGAGUGGCCAGGGUGGGGCUG. Result: 0 (no interaction). (2) The miRNA is hsa-miR-4738-5p with sequence ACCAGCGCGUUUUCAGUUUCAU. The protein sequence of the target gene is MAFTGKFEMESEKNYDEFMKLLGISSDVIEKARNFKIVTEVQQDGQDFTWSQHYSGGHTMTNKFTVGKESNIQTMGGKTFKATVQMEGGKLVVNFPNYHQTSEIVGDKLVEVSTIGGVTYERVSKRLA. Result: 0 (no interaction). (3) The miRNA is hsa-miR-3937 with sequence ACAGGCGGCUGUAGCAAUGGGGG. The protein sequence of the target gene is MKAFYAFCVVLLVFGSVSEAKFDDFEDEEDIVEYDDNDFAEFEDVMEDSVTESPQRVISTEDDEDEATVELEGQDESQEGDFEDADTQEGDTESEPYDDEEFEGYEDKPDTSSNKNKDPITIVDVPAHLQNSWESYYLEILMVTGLLAYIMNYIIGKNKNSRLAQAWFNSHRELLESNFTLVGDDGTNKEATSTGKLNQENEHIYNLWCSGRVCCEGMLIQLRFLKRQDLLNVLARMMRPVSDQVQIKVTMNDEDMDTYVFAVGTRKALLRLQKEMQDLSEFCSDKPKSGAKYGLPDSLA.... Result: 0 (no interaction). (4) The miRNA is ath-miR163 with sequence UUGAAGAGGACUUGGAACUUCGAU. The protein sequence of the target gene is MAAPRPSPAISVSVSAPAFYAPQKKFGPVVAPKPKVNPFRPGDSEPPPAPGAQRAQMGRVGEIPPPPPEDFPLPPPPLAGDGDDAEGALGGAFPPPPPPIEESFPPAPLEEEIFPSPPPPPEEEGGPEAPIPPPPQPREKVSSIDLEIDSLSSLLDDMTKNDPFKARVSSGYVPPPVATPFSSKSSTKPAAGGTAPLPPWKSPSSSQPLPQVPAPAQSQTQFHVQPQPQPKPQVQLHVQSQTQPVSLANTQPRGPPASSPAPAPKFSPVTPKFTPVASKFSPGAPGGSGSQPNQKLGHPE.... Result: 0 (no interaction). (5) The miRNA is hsa-miR-95-3p with sequence UUCAACGGGUAUUUAUUGAGCA. The protein sequence of the target gene is MAAAAAAGSGTPREEEAPGGEAAASQAQAPTSAPGGVRLSRLPLARVKALVKADPDVTLAGQEAIFILARAAELFVETIAKDAYCCAQQGKRKTLQRRDLDNAIEAVDEFAFLEGTLD. Result: 0 (no interaction). (6) The miRNA is hsa-miR-4290 with sequence UGCCCUCCUUUCUUCCCUC. The protein sequence of the target gene is MGTGFARGARGTAASGPGGGFLFAWILVSFTCHLASTQGAPEDVDVLQRLGLSWTKAGGGRSPTPPGVIPFPSGFIFTQRAKLQAPTANVLPTTLGRELALVLSLCSHRVNHAFLFAIRSRKHKLQLGLQFLPGRTIIHLGPRQSVAFDLDVHDGRWHHLALELRGRTVTMVTACGQHRVPVPLPSRRDSMLDPQGSFLLGKVNPRAVQFEGALCQFSIHPVAQVAHNYCAHLRERCRQVDTYSPQVGTLFPWDSGPAFALHPEPALLGLGNLTRTPATLGARPVSRALAVTLAPAMPTK.... Result: 0 (no interaction). (7) The miRNA is mmu-miR-5132-5p with sequence GCGUGGGGUGGUGGACUCAGG. The protein sequence of the target gene is MKGRRRRRREYCKFALLLVLYTLVLLLVPSVLDGGRDGDKGAEHCPGLQRSLGVWSLEAAAAGEREQGAEARAAEEGGANQSPRFPSNLSGAVGEAVSREKQHIYVHATWRTGSSFLGELFNQHPDVFYLYEPMWHLWQALYPGDAESLQGALRDMLRSLFRCDFSVLRLYAPPGDPAARAPDTANLTTAALFRWRTNKVICSPPLCPGAPRARAEVGLVEDTACERSCPPVAIRALEAECRKYPVVVIKDVRLLDLGVLVPLLRDPGLNLKVVQLFRDPRAVHNSRLKSRQGLLRESIQ.... Result: 0 (no interaction).